Dataset: NCI-60 drug combinations with 297,098 pairs across 59 cell lines. Task: Regression. Given two drug SMILES strings and cell line genomic features, predict the synergy score measuring deviation from expected non-interaction effect. (1) Drug 1: C1=C(C(=O)NC(=O)N1)F. Drug 2: COC1=C2C(=CC3=C1OC=C3)C=CC(=O)O2. Cell line: OVCAR3. Synergy scores: CSS=62.7, Synergy_ZIP=8.29, Synergy_Bliss=3.85, Synergy_Loewe=-5.13, Synergy_HSA=-1.90. (2) Drug 1: CC1=CC=C(C=C1)C2=CC(=NN2C3=CC=C(C=C3)S(=O)(=O)N)C(F)(F)F. Drug 2: CC1=C(C=C(C=C1)NC(=O)C2=CC=C(C=C2)CN3CCN(CC3)C)NC4=NC=CC(=N4)C5=CN=CC=C5. Cell line: 786-0. Synergy scores: CSS=2.37, Synergy_ZIP=-0.843, Synergy_Bliss=0.0248, Synergy_Loewe=0.294, Synergy_HSA=-0.746. (3) Drug 1: CC12CCC(CC1=CCC3C2CCC4(C3CC=C4C5=CN=CC=C5)C)O. Drug 2: C1C(C(OC1N2C=NC3=C2NC=NCC3O)CO)O. Cell line: PC-3. Synergy scores: CSS=0.610, Synergy_ZIP=-1.75, Synergy_Bliss=-2.49, Synergy_Loewe=-3.00, Synergy_HSA=-2.12. (4) Drug 1: C1CCN(CC1)CCOC2=CC=C(C=C2)C(=O)C3=C(SC4=C3C=CC(=C4)O)C5=CC=C(C=C5)O. Drug 2: CC(C)NC(=O)C1=CC=C(C=C1)CNNC.Cl. Cell line: PC-3. Synergy scores: CSS=-2.72, Synergy_ZIP=0.986, Synergy_Bliss=-0.181, Synergy_Loewe=-4.62, Synergy_HSA=-3.69. (5) Drug 1: CCC1=C2CN3C(=CC4=C(C3=O)COC(=O)C4(CC)O)C2=NC5=C1C=C(C=C5)O. Drug 2: C1=NC(=NC(=O)N1C2C(C(C(O2)CO)O)O)N. Cell line: DU-145. Synergy scores: CSS=36.0, Synergy_ZIP=-4.20, Synergy_Bliss=4.61, Synergy_Loewe=-24.9, Synergy_HSA=2.63. (6) Drug 1: COC1=CC(=CC(=C1O)OC)C2C3C(COC3=O)C(C4=CC5=C(C=C24)OCO5)OC6C(C(C7C(O6)COC(O7)C8=CC=CS8)O)O. Drug 2: CC1C(C(CC(O1)OC2CC(CC3=C2C(=C4C(=C3O)C(=O)C5=C(C4=O)C(=CC=C5)OC)O)(C(=O)C)O)N)O.Cl. Cell line: ACHN. Synergy scores: CSS=74.8, Synergy_ZIP=13.7, Synergy_Bliss=14.4, Synergy_Loewe=14.4, Synergy_HSA=16.9. (7) Drug 1: CC1=CC=C(C=C1)C2=CC(=NN2C3=CC=C(C=C3)S(=O)(=O)N)C(F)(F)F. Drug 2: CC1=C2C(C(=O)C3(C(CC4C(C3C(C(C2(C)C)(CC1OC(=O)C(C(C5=CC=CC=C5)NC(=O)C6=CC=CC=C6)O)O)OC(=O)C7=CC=CC=C7)(CO4)OC(=O)C)O)C)OC(=O)C. Cell line: K-562. Synergy scores: CSS=49.7, Synergy_ZIP=16.2, Synergy_Bliss=17.6, Synergy_Loewe=-12.4, Synergy_HSA=16.1.